From a dataset of Reaction yield outcomes from USPTO patents with 853,638 reactions. Predict the reaction yield, written as a fraction of the theoretical maximum amount of product (1.0 means a 100% yield; for example, 0.34 means a 34% yield). (1) The reactants are [C:1]1([C@H:7]2[C:16]3[C:11](=[CH:12][CH:13]=[CH:14][CH:15]=3)[CH2:10][CH2:9][NH:8]2)[CH:6]=[CH:5][CH:4]=[CH:3][CH:2]=1.[C:17]1([O:23][C:24](=O)[O:25]C2C=CC=CC=2)[CH:22]=[CH:21][CH:20]=[CH:19][CH:18]=1.CN(C1C=CC=CN=1)C. The catalyst is C1(C)C=CC=CC=1. The product is [C:1]1([C@H:7]2[C:16]3[C:11](=[CH:12][CH:13]=[CH:14][CH:15]=3)[CH2:10][CH2:9][N:8]2[C:24]([O:23][C:17]2[CH:22]=[CH:21][CH:20]=[CH:19][CH:18]=2)=[O:25])[CH:2]=[CH:3][CH:4]=[CH:5][CH:6]=1. The yield is 0.940. (2) The reactants are [Cl-].O[NH3+:3].[C:4](=[O:7])([O-])[OH:5].[Na+].CS(C)=O.[CH2:13]([C:17]1[N:18]([CH2:32][C:33]2[CH:38]=[CH:37][C:36]([C:39]3[C:40]([C:45]#[N:46])=[CH:41][CH:42]=[CH:43][CH:44]=3)=[CH:35][CH:34]=2)[C:19](=[O:31])[C:20]([C:24]2[CH:29]=[CH:28][C:27]([F:30])=[CH:26][CH:25]=2)=[C:21]([CH3:23])[N:22]=1)[CH2:14][CH2:15][CH3:16]. The yield is 0.720. The product is [CH2:13]([C:17]1[N:18]([CH2:32][C:33]2[CH:34]=[CH:35][C:36]([C:39]3[CH:44]=[CH:43][CH:42]=[CH:41][C:40]=3[C:45]3[NH:3][C:4](=[O:7])[O:5][N:46]=3)=[CH:37][CH:38]=2)[C:19](=[O:31])[C:20]([C:24]2[CH:25]=[CH:26][C:27]([F:30])=[CH:28][CH:29]=2)=[C:21]([CH3:23])[N:22]=1)[CH2:14][CH2:15][CH3:16]. The catalyst is O.